This data is from Experimentally validated miRNA-target interactions with 360,000+ pairs, plus equal number of negative samples. The task is: Binary Classification. Given a miRNA mature sequence and a target amino acid sequence, predict their likelihood of interaction. (1) The miRNA is rno-miR-125a-5p with sequence UCCCUGAGACCCUUUAACCUGUGA. The protein sequence of the target gene is MSSARTPLPTLNERDTEQPTLGHLDSKPSSKSNMLRGRNSATSADEQPHIGNYRLLKTIGKGNFAKVKLARHILTGKEVAVKIIDKTQLNSSSLQKLFREVRIMKVLNHPNIVKLFEVIETEKTLYLVMEYASGGEVFDYLVAHGRMKEKEARAKFRQIVSAVQYCHQKFIVHRDLKAENLLLDADMNIKIADFGFSNEFTFGNKLDTFCGSPPYAAPELFQGKKIDGPEVDVWSLGVILYTLVSGSLPFDGQNLKELRERVLRGKYRIPFYMSTDCENLLKKFLILNPSKRGTLEQIMK.... Result: 0 (no interaction). (2) The miRNA is hsa-miR-505-3p with sequence CGUCAACACUUGCUGGUUUCCU. The protein sequence of the target gene is MADRSLEGMALPLEVRARLAELELELSEGDITQKGYEKKRSKLIGAYLPQPPRVDQALPQERRAPVTPSSASRYHRRRSSGSRDERYRSDVHTEAVQAALAKHKERKMAVPMPSKRRSLVVQTSMDAYTPPDTSSGSEDEGSVQGDSQGTPTSSQGSINMEHWISQAIHGSTTSTTSSSSTQSGGSGAAHRLADVMAQTHIENHSAPPDVTTYTSEHSIQVERPQGSTGSRTAPKYGNAELMETGDGVPVSSRVSAKIQQLVNTLKRPKRPPLREFFVDDFEELLEVQQPDPNQPKPEGA.... Result: 1 (interaction).